Predict the reactants needed to synthesize the given product. From a dataset of Full USPTO retrosynthesis dataset with 1.9M reactions from patents (1976-2016). (1) Given the product [OH:1][C:2]1[CH:3]=[CH:4][C:5]([C@@H:8]2[O:17][C:16]3[C:11](=[CH:12][C:13]([OH:18])=[CH:14][CH:15]=3)[C@@H:10]3[CH2:19][S@@:20](=[O:22])[CH2:21][C@H:9]23)=[CH:6][CH:7]=1, predict the reactants needed to synthesize it. The reactants are: [OH:1][C:2]1[CH:7]=[CH:6][C:5]([CH:8]2[O:17][C:16]3[C:11](=[CH:12][C:13]([OH:18])=[CH:14][CH:15]=3)[CH:10]3[CH2:19][S:20][CH2:21][CH:9]23)=[CH:4][CH:3]=1.[OH:22]OS([O-])=O.[K+].[O-]S([O-])=O.[Na+].[Na+]. (2) Given the product [CH:1]1([S:4]([C:7]2[CH:12]=[CH:11][C:10]([N:15]3[CH2:20][CH2:19][NH:18][CH2:17][CH2:16]3)=[C:9]([F:14])[CH:8]=2)(=[O:6])=[O:5])[CH2:3][CH2:2]1, predict the reactants needed to synthesize it. The reactants are: [CH:1]1([S:4]([C:7]2[CH:12]=[CH:11][C:10](F)=[C:9]([F:14])[CH:8]=2)(=[O:6])=[O:5])[CH2:3][CH2:2]1.[NH:15]1[CH2:20][CH2:19][NH:18][CH2:17][CH2:16]1. (3) Given the product [Br:1][C:62]1[CH:61]=[CH:60][C:59]([OH:64])=[C:58]([CH2:57][C:56]([F:65])([F:66])[F:55])[CH:63]=1, predict the reactants needed to synthesize it. The reactants are: [Br-:1].[Br-].[Br-].C([N+](CCCC)(CCCC)CCCC)CCC.C([N+](CCCC)(CCCC)CCCC)CCC.C([N+](CCCC)(CCCC)CCCC)CCC.[F:55][C:56]([F:66])([F:65])[CH2:57][C:58]1[CH:63]=[CH:62][CH:61]=[CH:60][C:59]=1[OH:64].S([O-])([O-])(=O)=S.[Na+].[Na+]. (4) Given the product [Cl:46][C:43]1[CH:44]=[CH:45][C:14]2[N:13]3[C:9]([CH2:8][O:7][CH2:4][CH3:5])=[CH:10][CH:11]=[C:12]3[C@@H:18]([CH2:19][CH2:20][N:21]3[N:25]=[N:24][C:23]([CH2:26][C:27]([O:29][CH2:30][CH3:31])=[O:28])=[N:22]3)[O:17][C@H:16]([C:32]3[CH:37]=[CH:36][CH:35]=[C:34]([O:38][CH3:39])[C:33]=3[O:40][CH3:41])[C:15]=2[CH:42]=1, predict the reactants needed to synthesize it. The reactants are: C(O)C.[C:4]([O:7][CH2:8][C:9]1[N:13]2[C:14]3[CH:45]=[CH:44][C:43]([Cl:46])=[CH:42][C:15]=3[C@@H:16]([C:32]3[CH:37]=[CH:36][CH:35]=[C:34]([O:38][CH3:39])[C:33]=3[O:40][CH3:41])[O:17][C@H:18]([CH2:19][CH2:20][N:21]3[N:25]=[N:24][C:23]([CH2:26][C:27]([O:29][CH2:30][CH3:31])=[O:28])=[N:22]3)[C:12]2=[CH:11][CH:10]=1)(=O)[CH3:5].FC(F)(F)C(O)=O.